From a dataset of NCI-60 drug combinations with 297,098 pairs across 59 cell lines. Regression. Given two drug SMILES strings and cell line genomic features, predict the synergy score measuring deviation from expected non-interaction effect. (1) Drug 1: CC1=C(C=C(C=C1)C(=O)NC2=CC(=CC(=C2)C(F)(F)F)N3C=C(N=C3)C)NC4=NC=CC(=N4)C5=CN=CC=C5. Drug 2: C1=CC=C(C(=C1)C(C2=CC=C(C=C2)Cl)C(Cl)Cl)Cl. Cell line: A498. Synergy scores: CSS=-3.43, Synergy_ZIP=0.977, Synergy_Bliss=-1.03, Synergy_Loewe=-2.16, Synergy_HSA=-3.81. (2) Drug 1: CN1C(=O)N2C=NC(=C2N=N1)C(=O)N. Drug 2: CC1=C(N=C(N=C1N)C(CC(=O)N)NCC(C(=O)N)N)C(=O)NC(C(C2=CN=CN2)OC3C(C(C(C(O3)CO)O)O)OC4C(C(C(C(O4)CO)O)OC(=O)N)O)C(=O)NC(C)C(C(C)C(=O)NC(C(C)O)C(=O)NCCC5=NC(=CS5)C6=NC(=CS6)C(=O)NCCC[S+](C)C)O. Cell line: UACC62. Synergy scores: CSS=17.1, Synergy_ZIP=-7.88, Synergy_Bliss=-3.40, Synergy_Loewe=-4.06, Synergy_HSA=-1.26. (3) Drug 1: CCC1=C2CN3C(=CC4=C(C3=O)COC(=O)C4(CC)O)C2=NC5=C1C=C(C=C5)O. Drug 2: CC1C(C(CC(O1)OC2CC(CC3=C2C(=C4C(=C3O)C(=O)C5=C(C4=O)C(=CC=C5)OC)O)(C(=O)CO)O)N)O.Cl. Cell line: HCC-2998. Synergy scores: CSS=41.6, Synergy_ZIP=-3.64, Synergy_Bliss=1.05, Synergy_Loewe=3.27, Synergy_HSA=3.85. (4) Drug 1: CC1=C(C(=CC=C1)Cl)NC(=O)C2=CN=C(S2)NC3=CC(=NC(=N3)C)N4CCN(CC4)CCO. Drug 2: CC12CCC3C(C1CCC2O)C(CC4=C3C=CC(=C4)O)CCCCCCCCCS(=O)CCCC(C(F)(F)F)(F)F. Cell line: K-562. Synergy scores: CSS=86.1, Synergy_ZIP=11.1, Synergy_Bliss=10.8, Synergy_Loewe=-10.1, Synergy_HSA=11.7. (5) Drug 1: C1=NC2=C(N=C(N=C2N1C3C(C(C(O3)CO)O)F)Cl)N. Drug 2: C(CCl)NC(=O)N(CCCl)N=O. Cell line: RXF 393. Synergy scores: CSS=-4.72, Synergy_ZIP=3.08, Synergy_Bliss=4.87, Synergy_Loewe=-2.12, Synergy_HSA=-1.40. (6) Drug 1: C1CC(C1)(C(=O)O)C(=O)O.[NH2-].[NH2-].[Pt+2]. Drug 2: C1CCC(C(C1)N)N.C(=O)(C(=O)[O-])[O-].[Pt+4]. Cell line: SK-MEL-2. Synergy scores: CSS=41.5, Synergy_ZIP=20.6, Synergy_Bliss=22.1, Synergy_Loewe=16.2, Synergy_HSA=19.2. (7) Drug 1: CC1C(C(CC(O1)OC2CC(OC(C2O)C)OC3=CC4=CC5=C(C(=O)C(C(C5)C(C(=O)C(C(C)O)O)OC)OC6CC(C(C(O6)C)O)OC7CC(C(C(O7)C)O)OC8CC(C(C(O8)C)O)(C)O)C(=C4C(=C3C)O)O)O)O. Drug 2: CN(CC1=CN=C2C(=N1)C(=NC(=N2)N)N)C3=CC=C(C=C3)C(=O)NC(CCC(=O)O)C(=O)O. Cell line: BT-549. Synergy scores: CSS=53.9, Synergy_ZIP=-3.46, Synergy_Bliss=3.64, Synergy_Loewe=-1.67, Synergy_HSA=2.24.